The task is: Predict which catalyst facilitates the given reaction.. This data is from Catalyst prediction with 721,799 reactions and 888 catalyst types from USPTO. (1) Reactant: [NH2:1][C:2]1[CH:7]=[CH:6][C:5]([Br:8])=[CH:4][C:3]=1[NH:9][CH2:10][CH2:11][NH:12][C:13](=[O:15])[CH3:14].[CH3:16][O:17][C:18]1[CH:23]=[CH:22][C:21]([C:24](=O)[C:25](OCC)=[O:26])=[CH:20][CH:19]=1.C(O)(=O)C. Product: [Br:8][C:5]1[CH:4]=[C:3]2[C:2]([N:1]=[C:24]([C:21]3[CH:22]=[CH:23][C:18]([O:17][CH3:16])=[CH:19][CH:20]=3)[C:25](=[O:26])[N:9]2[CH2:10][CH2:11][NH:12][C:13](=[O:15])[CH3:14])=[CH:7][CH:6]=1. The catalyst class is: 8. (2) Reactant: [Cl:1][C:2]1[CH:3]=[C:4]([OH:9])[CH:5]=[CH:6][C:7]=1[Cl:8].C(=O)([O-])[O-].[K+].[K+].[Cl:16][C:17]1[C:18](F)=[CH:19][C:20]([F:33])=[C:21]([CH:32]=1)[C:22]([O:24][C:25]1[CH:30]=[CH:29][C:28]([CH3:31])=[CH:27][CH:26]=1)=[O:23]. Product: [Cl:16][C:17]1[C:18]([O:9][C:4]2[CH:5]=[CH:6][C:7]([Cl:8])=[C:2]([Cl:1])[CH:3]=2)=[CH:19][C:20]([F:33])=[C:21]([CH:32]=1)[C:22]([O:24][C:25]1[CH:30]=[CH:29][C:28]([CH3:31])=[CH:27][CH:26]=1)=[O:23]. The catalyst class is: 148. (3) Reactant: [N+:1]([C:4]1[CH:10]=[CH:9][C:7]([NH2:8])=[CH:6][CH:5]=1)([O-:3])=[O:2].C(N(CC)CC)C.[Cl-].ClC1N(C)CC[NH+]1C.[CH3:27][O:28][C:29]1[C:30](=[O:53])[C:31]([CH3:52])=[C:32]([CH2:38][C:39]2[CH:40]=[CH:41][C:42]([O:48]C(=O)C)=[C:43]([CH:47]=2)[C:44](O)=[O:45])[C:33](=[O:37])[C:34]=1[O:35][CH3:36]. Product: [CH3:27][O:28][C:29]1[C:30](=[O:53])[C:31]([CH3:52])=[C:32]([CH2:38][C:39]2[CH:40]=[CH:41][C:42]([OH:48])=[C:43]([CH:47]=2)[C:44]([NH:8][C:7]2[CH:9]=[CH:10][C:4]([N+:1]([O-:3])=[O:2])=[CH:5][CH:6]=2)=[O:45])[C:33](=[O:37])[C:34]=1[O:35][CH3:36]. The catalyst class is: 232. (4) The catalyst class is: 2. Product: [OH:16][CH:15]([CH3:17])[C:14]([N:4]1[CH2:5][CH2:6][N:1]([C:7]([O:9][C:10]([CH3:13])([CH3:12])[CH3:11])=[O:8])[CH2:2][CH2:3]1)=[O:18]. Reactant: [N:1]1([C:7]([O:9][C:10]([CH3:13])([CH3:12])[CH3:11])=[O:8])[CH2:6][CH2:5][NH:4][CH2:3][CH2:2]1.[C:14](O)(=[O:18])[C@H:15]([CH3:17])[OH:16].CN(C(ON1N=NC2C=CC=CC1=2)=[N+](C)C)C.F[P-](F)(F)(F)(F)F.